This data is from Forward reaction prediction with 1.9M reactions from USPTO patents (1976-2016). The task is: Predict the product of the given reaction. (1) Given the reactants [N:1]1[CH:6]=[CH:5][C:4]([CH:7]=[O:8])=[CH:3][CH:2]=1.C([O-])([O-])[O:10][CH2:11][CH3:12].C(=O)(O)[O-].[Na+].[C:20](OCC)(=O)[CH3:21], predict the reaction product. The product is: [CH2:20]([O:8][CH:7]([O:10][CH2:11][CH3:12])[C:4]1[CH:5]=[CH:6][N:1]=[CH:2][CH:3]=1)[CH3:21]. (2) Given the reactants [CH2:1]([O:3][C:4](=[O:10])[C:5]([C:8]#[N:9])=[N:6]O)[CH3:2].C(=O)(O)[O-].[Na+].S(S([O-])=O)([O-])=O.[Na+].[Na+], predict the reaction product. The product is: [CH2:1]([O:3][C:4](=[O:10])[CH:5]([NH2:6])[C:8]#[N:9])[CH3:2]. (3) Given the reactants [CH2:1]([N:5]1[C:13]2[N:12]=[C:11]([Cl:14])[N:10](CC=C)[C:9]=2[C:8](=[O:18])[N:7]([CH2:19][CH2:20][CH2:21][CH2:22][C:23]2[N:24]=[CH:25][NH:26]C=2)[C:6]1=[O:28])[CH2:2][CH2:3][CH3:4].Cl[CH2:30][C:31]1[CH:36]=[CH:35][CH:34]=[CH:33][C:32]=1[C:37]([F:40])([F:39])[F:38].CCN(C(C)C)C(C)C.N1CCOCC1, predict the reaction product. The product is: [CH2:1]([N:5]1[C:13]2[N:12]=[C:11]([Cl:14])[NH:10][C:9]=2[C:8](=[O:18])[N:7]([CH2:19][CH2:20][CH2:21][C:22]2[N:26]=[CH:25][N:24]([CH2:30][C:31]3[CH:36]=[CH:35][CH:34]=[CH:33][C:32]=3[C:37]([F:38])([F:39])[F:40])[CH:23]=2)[C:6]1=[O:28])[CH2:2][CH2:3][CH3:4].